Dataset: HIV replication inhibition screening data with 41,000+ compounds from the AIDS Antiviral Screen. Task: Binary Classification. Given a drug SMILES string, predict its activity (active/inactive) in a high-throughput screening assay against a specified biological target. (1) The molecule is N=C(CSS(=O)(=O)O)NCCCc1nc2ccccc2[nH]1. The result is 0 (inactive). (2) The drug is C=CCNC(=O)NC(=O)CSC1=NC(=O)C2(NN1)c1ccccc1-c1ccccc12. The result is 0 (inactive). (3) The result is 0 (inactive). The molecule is O=C1NC2(CCCCC2)N=C2C(Cl)CCCC12Cl. (4) The compound is CCN(CCCN(CC)C(=O)Nc1c(C)cccc1C)C(=O)Nc1c(C)cccc1C. The result is 0 (inactive). (5) The molecule is N#Cc1c(-c2ccc([N+](=O)[O-])cc2)c(C#N)c(=O)n(NS(=O)(=O)c2ccccc2)c1O. The result is 0 (inactive). (6) The molecule is Cc1ccc(S(=O)(=O)Nn2c3c(cc(C#N)c2=O)CCCCC3)cc1. The result is 0 (inactive).